This data is from Catalyst prediction with 721,799 reactions and 888 catalyst types from USPTO. The task is: Predict which catalyst facilitates the given reaction. (1) Reactant: [H-].[Na+].[F:3][C:4]1[C:9]([C:10]2[CH:15]=[CH:14][CH:13]=[C:12]([CH3:16])[CH:11]=2)=[C:8]([CH:17]([OH:31])[C@@H:18]2[O:23][CH2:22][CH2:21][N:20]([C:24]([O:26][C:27]([CH3:30])([CH3:29])[CH3:28])=[O:25])[CH2:19]2)[CH:7]=[CH:6][CH:5]=1.CS(O[CH2:37][CH2:38][CH2:39][O:40][CH3:41])(=O)=O.[NH4+].[Cl-]. Product: [F:3][C:4]1[C:9]([C:10]2[CH:15]=[CH:14][CH:13]=[C:12]([CH3:16])[CH:11]=2)=[C:8]([C@H:17]([O:31][CH2:37][CH2:38][CH2:39][O:40][CH3:41])[C@@H:18]2[O:23][CH2:22][CH2:21][N:20]([C:24]([O:26][C:27]([CH3:28])([CH3:30])[CH3:29])=[O:25])[CH2:19]2)[CH:7]=[CH:6][CH:5]=1. The catalyst class is: 1. (2) The catalyst class is: 2. Reactant: C(OC([N:8]1[C@H:13]([C:14](=[O:26])[NH:15][C@@H:16]2[CH2:18][C@H:17]2[C:19]2[CH:24]=[CH:23][CH:22]=[CH:21][C:20]=2[Cl:25])[CH2:12][C@@H:11]2[C@H:9]1[CH2:10]2)=O)(C)(C)C.[C:27]([OH:33])([C:29]([F:32])([F:31])[F:30])=[O:28]. Product: [F:30][C:29]([F:32])([F:31])[C:27]([OH:33])=[O:28].[Cl:25][C:20]1[CH:21]=[CH:22][CH:23]=[CH:24][C:19]=1[C@@H:17]1[CH2:18][C@H:16]1[NH:15][C:14]([C@@H:13]1[CH2:12][C@@H:11]2[C@@H:9]([CH2:10]2)[NH:8]1)=[O:26].